Dataset: Reaction yield outcomes from USPTO patents with 853,638 reactions. Task: Predict the reaction yield, written as a fraction of the theoretical maximum amount of product (1.0 means a 100% yield; for example, 0.34 means a 34% yield). The reactants are CCN=C=NCCCN(C)C.C1C=CC2N(O)N=NC=2C=1.[OH:22][CH2:23][CH2:24][CH2:25][CH2:26][CH2:27][CH2:28][CH2:29][CH2:30][CH2:31][CH2:32][CH2:33][CH2:34][CH2:35][CH2:36][C:37]([OH:39])=O.[CH:40]([C:43]1[CH:49]=[CH:48][CH:47]=[C:46]([CH:50]([CH3:52])[CH3:51])[C:44]=1[NH2:45])([CH3:42])[CH3:41]. The catalyst is O.CN(C=O)C. The product is [CH:50]([C:46]1[CH:47]=[CH:48][CH:49]=[C:43]([CH:40]([CH3:42])[CH3:41])[C:44]=1[NH:45][C:37](=[O:39])[CH2:36][CH2:35][CH2:34][CH2:33][CH2:32][CH2:31][CH2:30][CH2:29][CH2:28][CH2:27][CH2:26][CH2:25][CH2:24][CH2:23][OH:22])([CH3:52])[CH3:51]. The yield is 0.230.